From a dataset of NCI-60 drug combinations with 297,098 pairs across 59 cell lines. Regression. Given two drug SMILES strings and cell line genomic features, predict the synergy score measuring deviation from expected non-interaction effect. (1) Drug 2: C1=C(C(=O)NC(=O)N1)F. Synergy scores: CSS=25.3, Synergy_ZIP=5.29, Synergy_Bliss=6.49, Synergy_Loewe=9.31, Synergy_HSA=11.2. Drug 1: CN(C)N=NC1=C(NC=N1)C(=O)N. Cell line: CAKI-1. (2) Drug 1: CC12CCC(CC1=CCC3C2CCC4(C3CC=C4C5=CN=CC=C5)C)O. Drug 2: CN(C(=O)NC(C=O)C(C(C(CO)O)O)O)N=O. Cell line: HCT-15. Synergy scores: CSS=1.78, Synergy_ZIP=-1.94, Synergy_Bliss=-4.34, Synergy_Loewe=-10.0, Synergy_HSA=-6.28. (3) Drug 1: C1=CN(C(=O)N=C1N)C2C(C(C(O2)CO)O)O.Cl. Drug 2: C1C(C(OC1N2C=NC3=C(N=C(N=C32)Cl)N)CO)O. Cell line: CAKI-1. Synergy scores: CSS=55.3, Synergy_ZIP=-3.11, Synergy_Bliss=-3.84, Synergy_Loewe=1.37, Synergy_HSA=3.06. (4) Drug 1: CN1CCC(CC1)COC2=C(C=C3C(=C2)N=CN=C3NC4=C(C=C(C=C4)Br)F)OC. Drug 2: CC12CCC(CC1=CCC3C2CCC4(C3CC=C4C5=CN=CC=C5)C)O. Cell line: OVCAR-4. Synergy scores: CSS=15.8, Synergy_ZIP=-5.34, Synergy_Bliss=-2.06, Synergy_Loewe=0.943, Synergy_HSA=0.686. (5) Drug 1: CC(C)(C#N)C1=CC(=CC(=C1)CN2C=NC=N2)C(C)(C)C#N. Drug 2: CCC1=C2CN3C(=CC4=C(C3=O)COC(=O)C4(CC)O)C2=NC5=C1C=C(C=C5)O. Cell line: SF-539. Synergy scores: CSS=34.5, Synergy_ZIP=1.29, Synergy_Bliss=2.87, Synergy_Loewe=-16.8, Synergy_HSA=0.238. (6) Drug 1: C1CN1C2=NC(=NC(=N2)N3CC3)N4CC4. Drug 2: C1=CC(=CC=C1CCC2=CNC3=C2C(=O)NC(=N3)N)C(=O)NC(CCC(=O)O)C(=O)O. Cell line: SW-620. Synergy scores: CSS=27.7, Synergy_ZIP=-4.34, Synergy_Bliss=-0.494, Synergy_Loewe=-1.76, Synergy_HSA=3.30.